Task: Regression. Given two drug SMILES strings and cell line genomic features, predict the synergy score measuring deviation from expected non-interaction effect.. Dataset: NCI-60 drug combinations with 297,098 pairs across 59 cell lines (1) Drug 1: CN(C)C1=NC(=NC(=N1)N(C)C)N(C)C. Drug 2: C(=O)(N)NO. Cell line: COLO 205. Synergy scores: CSS=3.07, Synergy_ZIP=-2.47, Synergy_Bliss=6.56, Synergy_Loewe=-9.76, Synergy_HSA=0.503. (2) Drug 1: CC1OCC2C(O1)C(C(C(O2)OC3C4COC(=O)C4C(C5=CC6=C(C=C35)OCO6)C7=CC(=C(C(=C7)OC)O)OC)O)O. Drug 2: CC1=C(C(=CC=C1)Cl)NC(=O)C2=CN=C(S2)NC3=CC(=NC(=N3)C)N4CCN(CC4)CCO. Cell line: NCI-H460. Synergy scores: CSS=48.9, Synergy_ZIP=0.677, Synergy_Bliss=0.956, Synergy_Loewe=2.21, Synergy_HSA=3.46. (3) Drug 1: CN(C)C1=NC(=NC(=N1)N(C)C)N(C)C. Drug 2: C1=CN(C=N1)CC(O)(P(=O)(O)O)P(=O)(O)O. Cell line: A498. Synergy scores: CSS=-5.17, Synergy_ZIP=1.83, Synergy_Bliss=-0.235, Synergy_Loewe=-5.94, Synergy_HSA=-5.30. (4) Drug 2: CC1C(C(CC(O1)OC2CC(CC3=C2C(=C4C(=C3O)C(=O)C5=CC=CC=C5C4=O)O)(C(=O)C)O)N)O. Synergy scores: CSS=30.9, Synergy_ZIP=-3.58, Synergy_Bliss=-4.80, Synergy_Loewe=-3.21, Synergy_HSA=-2.06. Cell line: KM12. Drug 1: C1=NC2=C(N1)C(=S)N=CN2. (5) Drug 1: CC1C(C(CC(O1)OC2CC(CC3=C2C(=C4C(=C3O)C(=O)C5=C(C4=O)C(=CC=C5)OC)O)(C(=O)CO)O)N)O.Cl. Drug 2: C1=NNC2=C1C(=O)NC=N2. Cell line: MDA-MB-231. Synergy scores: CSS=3.37, Synergy_ZIP=-1.80, Synergy_Bliss=1.89, Synergy_Loewe=-2.24, Synergy_HSA=0.165. (6) Drug 1: C1=NC2=C(N1)C(=S)N=C(N2)N. Drug 2: C1C(C(OC1N2C=C(C(=O)NC2=O)F)CO)O. Cell line: MOLT-4. Synergy scores: CSS=78.1, Synergy_ZIP=-2.22, Synergy_Bliss=-3.46, Synergy_Loewe=-5.26, Synergy_HSA=-0.385. (7) Drug 1: CC1OCC2C(O1)C(C(C(O2)OC3C4COC(=O)C4C(C5=CC6=C(C=C35)OCO6)C7=CC(=C(C(=C7)OC)O)OC)O)O. Drug 2: C1CNP(=O)(OC1)N(CCCl)CCCl. Cell line: HOP-92. Synergy scores: CSS=30.5, Synergy_ZIP=-5.79, Synergy_Bliss=3.30, Synergy_Loewe=-35.9, Synergy_HSA=-1.55. (8) Drug 1: CC1=C2C(C(=O)C3(C(CC4C(C3C(C(C2(C)C)(CC1OC(=O)C(C(C5=CC=CC=C5)NC(=O)OC(C)(C)C)O)O)OC(=O)C6=CC=CC=C6)(CO4)OC(=O)C)O)C)O. Drug 2: C1=NNC2=C1C(=O)NC=N2. Cell line: UACC62. Synergy scores: CSS=29.3, Synergy_ZIP=-3.40, Synergy_Bliss=-1.64, Synergy_Loewe=-49.9, Synergy_HSA=0.478. (9) Drug 1: CC1=CC=C(C=C1)C2=CC(=NN2C3=CC=C(C=C3)S(=O)(=O)N)C(F)(F)F. Drug 2: CC1CCCC2(C(O2)CC(NC(=O)CC(C(C(=O)C(C1O)C)(C)C)O)C(=CC3=CSC(=N3)C)C)C. Cell line: K-562. Synergy scores: CSS=54.1, Synergy_ZIP=0.345, Synergy_Bliss=0.696, Synergy_Loewe=-1.82, Synergy_HSA=0.515.